Dataset: NCI-60 drug combinations with 297,098 pairs across 59 cell lines. Task: Regression. Given two drug SMILES strings and cell line genomic features, predict the synergy score measuring deviation from expected non-interaction effect. (1) Drug 1: C1=CC(=C2C(=C1NCCNCCO)C(=O)C3=C(C=CC(=C3C2=O)O)O)NCCNCCO. Drug 2: CC1=C2C(C(=O)C3(C(CC4C(C3C(C(C2(C)C)(CC1OC(=O)C(C(C5=CC=CC=C5)NC(=O)OC(C)(C)C)O)O)OC(=O)C6=CC=CC=C6)(CO4)OC(=O)C)O)C)O. Cell line: SK-MEL-2. Synergy scores: CSS=42.9, Synergy_ZIP=-4.11, Synergy_Bliss=-4.75, Synergy_Loewe=-3.97, Synergy_HSA=-0.738. (2) Drug 1: CN(CC1=CN=C2C(=N1)C(=NC(=N2)N)N)C3=CC=C(C=C3)C(=O)NC(CCC(=O)O)C(=O)O. Drug 2: C(CN)CNCCSP(=O)(O)O. Cell line: K-562. Synergy scores: CSS=88.2, Synergy_ZIP=5.90, Synergy_Bliss=6.32, Synergy_Loewe=-10.0, Synergy_HSA=3.99.